This data is from Forward reaction prediction with 1.9M reactions from USPTO patents (1976-2016). The task is: Predict the product of the given reaction. (1) Given the reactants [CH3:1][C:2]1[O:6][C:5]([C:7]2[CH:22]=[CH:21][C:10]([C:11]([NH:13][CH2:14][C:15]3[CH:16]=[N:17][CH:18]=[CH:19][CH:20]=3)=[O:12])=[CH:9][CH:8]=2)=[N:4][C:3]=1[CH2:23][S:24]([CH:27]1[CH2:32][CH2:31][NH:30][CH2:29][CH2:28]1)(=[O:26])=[O:25].[C:33]1(=O)[CH2:38][CH2:37][CH2:36][CH2:35][CH2:34]1.C(O)(=O)C.C(O[BH-](OC(=O)C)OC(=O)C)(=O)C.[Na+], predict the reaction product. The product is: [CH:33]1([N:30]2[CH2:29][CH2:28][CH:27]([S:24]([CH2:23][C:3]3[N:4]=[C:5]([C:7]4[CH:8]=[CH:9][C:10]([C:11]([NH:13][CH2:14][C:15]5[CH:16]=[N:17][CH:18]=[CH:19][CH:20]=5)=[O:12])=[CH:21][CH:22]=4)[O:6][C:2]=3[CH3:1])(=[O:25])=[O:26])[CH2:32][CH2:31]2)[CH2:38][CH2:37][CH2:36][CH2:35][CH2:34]1. (2) Given the reactants [CH:1]1([C:7]([OH:9])=O)[CH2:6][CH2:5][CH2:4][CH2:3][CH2:2]1.[NH:10]1[C:14]2[CH:15]=[CH:16][CH:17]=[CH:18][C:13]=2[N:12]=[C:11]1[C:19]1[C:23]([NH2:24])=[CH:22][NH:21][N:20]=1.C(Cl)CCl.C1C=CC2N(O)N=NC=2C=1, predict the reaction product. The product is: [NH:12]1[C:13]2[CH:18]=[CH:17][CH:16]=[CH:15][C:14]=2[N:10]=[C:11]1[C:19]1[C:23]([NH:24][C:7]([CH:1]2[CH2:2][CH2:3][CH2:4][CH2:5][CH2:6]2)=[O:9])=[CH:22][NH:21][N:20]=1.